Dataset: Catalyst prediction with 721,799 reactions and 888 catalyst types from USPTO. Task: Predict which catalyst facilitates the given reaction. (1) Reactant: Cl[C:2]1[N:7]=[CH:6][N:5]=[C:4]([N:8]2[CH2:13][CH2:12][CH:11]([CH2:14][N:15]3[CH2:24][C:23]4[C:18](=[CH:19][CH:20]=[CH:21][CH:22]=4)[NH:17][C:16]3=[O:25])[CH2:10][CH2:9]2)[C:3]=1[O:26][CH3:27].C(N(CC)CC)C. Product: [CH3:27][O:26][C:3]1[C:4]([N:8]2[CH2:9][CH2:10][CH:11]([CH2:14][N:15]3[CH2:24][C:23]4[C:18](=[CH:19][CH:20]=[CH:21][CH:22]=4)[NH:17][C:16]3=[O:25])[CH2:12][CH2:13]2)=[N:5][CH:6]=[N:7][CH:2]=1. The catalyst class is: 586. (2) Reactant: [CH3:1][C:2]1[C:3]([NH:15][CH:16]2[C:20]3([CH2:24][CH2:23][CH2:22][CH2:21]3)[CH2:19][N:18](C(OC(C)(C)C)=O)[CH2:17]2)=[N:4][C:5]([NH:8][C:9]2[CH:10]=[N:11][N:12]([CH3:14])[CH:13]=2)=[N:6][CH:7]=1.Cl.O.C([O-])([O-])=O.[Na+].[Na+]. Product: [CH3:1][C:2]1[C:3]([NH:15][CH:16]2[C:20]3([CH2:24][CH2:23][CH2:22][CH2:21]3)[CH2:19][NH:18][CH2:17]2)=[N:4][C:5]([NH:8][C:9]2[CH:10]=[N:11][N:12]([CH3:14])[CH:13]=2)=[N:6][CH:7]=1. The catalyst class is: 91.